Dataset: Catalyst prediction with 721,799 reactions and 888 catalyst types from USPTO. Task: Predict which catalyst facilitates the given reaction. (1) Reactant: B1(C)[O:8][C:7]([C:15]2[CH:20]=[CH:19][CH:18]=[CH:17]C=2)([C:9]2[CH:14]=[CH:13][CH:12]=[CH:11][CH:10]=2)[C@@H]2N1CCC2.B.C1COCC1.C1(=O)C2=C3C(=CC=C2)C=CC=C3C1.Cl. Product: [C@@H:7]1([OH:8])[C:9]2=[C:10]3[C:11](=[CH:12][CH:13]=[CH:14]2)[CH:17]=[CH:18][CH:19]=[C:20]3[CH2:15]1. The catalyst class is: 98. (2) Reactant: C([Li])CCC.[F:6][C:7]1[CH:8]=[CH:9][C:10]2[O:14][CH:13]=[CH:12][C:11]=2[CH:15]=1.[CH2:16]([Sn:20](Cl)([CH2:25][CH2:26][CH2:27][CH3:28])[CH2:21][CH2:22][CH2:23][CH3:24])[CH2:17][CH2:18][CH3:19].O. Product: [CH2:25]([Sn:20]([CH2:16][CH2:17][CH2:18][CH3:19])([CH2:21][CH2:22][CH2:23][CH3:24])[C:13]1[O:14][C:10]2[CH:9]=[CH:8][C:7]([F:6])=[CH:15][C:11]=2[CH:12]=1)[CH2:26][CH2:27][CH3:28]. The catalyst class is: 1. (3) Reactant: Cl[C:2]1[N:7]=[C:6]([Cl:8])[CH:5]=[C:4]([Cl:9])[N:3]=1.C([O-])(O)=O.[Na+].[CH3:15][CH:16]1[CH2:20][CH2:19][CH2:18][NH:17]1. Product: [Cl:9][C:4]1[CH:5]=[C:6]([Cl:8])[N:7]=[C:2]([N:17]2[CH2:18][CH2:19][CH2:20][CH:16]2[CH3:15])[N:3]=1. The catalyst class is: 5. (4) Reactant: FC(F)(F)C(O)=O.C(OC([N:15](C(OC(C)(C)C)=O)[C:16]1[C:25]([C:26]([O:28][CH3:29])=[O:27])=[C:24]2[C:19]([C@H:20]3[CH2:32][CH2:31][O:30][C@H:21]3[CH2:22][O:23]2)=[CH:18][CH:17]=1)=O)(C)(C)C. Product: [NH2:15][C:16]1[C:25]([C:26]([O:28][CH3:29])=[O:27])=[C:24]2[C:19]([C@H:20]3[CH2:32][CH2:31][O:30][C@H:21]3[CH2:22][O:23]2)=[CH:18][CH:17]=1. The catalyst class is: 2. (5) Reactant: [C:1]([O:5][C:6]([NH:8][C@@H:9]1[CH2:14][CH2:13][CH2:12][N:11]([CH:15]([C:19]2[CH:24]=[CH:23][CH:22]=[CH:21][C:20]=2[F:25])[C:16](O)=[O:17])[CH2:10]1)=[O:7])([CH3:4])([CH3:3])[CH3:2].[Cl-].[NH4+].CC[N:30](C(C)C)C(C)C.C(Cl)CCl.C1C=CC2N(O)N=NC=2C=1.C([O-])(O)=O.[Na+]. Product: [NH2:30][C:16](=[O:17])[CH:15]([N:11]1[CH2:12][CH2:13][CH2:14][C@@H:9]([NH:8][C:6](=[O:7])[O:5][C:1]([CH3:3])([CH3:2])[CH3:4])[CH2:10]1)[C:19]1[CH:24]=[CH:23][CH:22]=[CH:21][C:20]=1[F:25]. The catalyst class is: 3. (6) Reactant: NCC1C=CC(S([NH:12][C:13]([CH3:16])([CH3:15])[CH3:14])(=O)=O)=CC=1C.Br[C:19]1[CH:20]=[C:21]([S:29](Cl)(=[O:31])=[O:30])[CH:22]=[C:23]([C:25]([F:28])([F:27])[F:26])[CH:24]=1.[CH3:33][N:34]1C(=O)CCC1. Product: [NH2:34][CH2:33][C:19]1[CH:20]=[C:21]([S:29]([NH:12][C:13]([CH3:16])([CH3:15])[CH3:14])(=[O:31])=[O:30])[CH:22]=[C:23]([C:25]([F:28])([F:27])[F:26])[CH:24]=1. The catalyst class is: 140. (7) Reactant: [F:1][C:2]([F:62])([F:61])[C:3]1[CH:4]=[C:5]([CH:54]=[C:55]([C:57]([F:60])([F:59])[F:58])[CH:56]=1)[C:6]([N:8]1[CH2:13][CH2:12][N:11]([CH2:14][C:15]2[CH:16]=[N:17][N:18](C(C3C=CC=CC=3)(C3C=CC=CC=3)C3C=CC=CC=3)[CH:19]=2)[CH2:10][C@H:9]1[CH2:39][C:40]1[CH:45]=[CH:44][C:43]([CH3:46])=[C:42]([O:47][CH2:48][O:49][CH2:50][CH2:51][O:52][CH3:53])[CH:41]=1)=[O:7].Cl.[OH-].[Na+].[Cl-].[Na+]. Product: [F:62][C:2]([F:1])([F:61])[C:3]1[CH:4]=[C:5]([CH:54]=[C:55]([C:57]([F:59])([F:58])[F:60])[CH:56]=1)[C:6]([N:8]1[CH2:13][CH2:12][N:11]([CH2:14][C:15]2[CH:19]=[N:18][NH:17][CH:16]=2)[CH2:10][C@H:9]1[CH2:39][C:40]1[CH:45]=[CH:44][C:43]([CH3:46])=[C:42]([O:47][CH2:48][O:49][CH2:50][CH2:51][O:52][CH3:53])[CH:41]=1)=[O:7]. The catalyst class is: 12.